Dataset: Catalyst prediction with 721,799 reactions and 888 catalyst types from USPTO. Task: Predict which catalyst facilitates the given reaction. Reactant: [F:1][C@@H:2]1[CH2:7][C@@H:6](OS(C)(=O)=O)[CH2:5][N:4]([C:13]([O:15][CH2:16][C:17]2[CH:22]=[CH:21][CH:20]=[CH:19][CH:18]=2)=[O:14])[CH2:3]1.CN1C(=O)CCC1.[N-:30]=[N+:31]=[N-:32].[Na+]. Product: [N:30]([C@H:6]1[CH2:7][C@@H:2]([F:1])[CH2:3][N:4]([C:13]([O:15][CH2:16][C:17]2[CH:22]=[CH:21][CH:20]=[CH:19][CH:18]=2)=[O:14])[CH2:5]1)=[N+:31]=[N-:32]. The catalyst class is: 25.